From a dataset of Full USPTO retrosynthesis dataset with 1.9M reactions from patents (1976-2016). Predict the reactants needed to synthesize the given product. (1) The reactants are: [CH:1]([CH:4]1[C:9]2=[CH:10][C:11]3[CH:12]=[CH:13][C:14]([S:17][CH3:18])=[CH:15][C:16]=3[N:8]2[CH2:7][CH2:6][NH:5]1)([CH3:3])[CH3:2].CCN(C(C)C)C(C)C.Cl[C:29]1[N:34]=[C:33]([C:35]([F:38])([F:37])[F:36])[C:32]([C:39]([O:41][CH2:42][CH3:43])=[O:40])=[CH:31][N:30]=1. Given the product [CH:1]([CH:4]1[C:9]2=[CH:10][C:11]3[CH:12]=[CH:13][C:14]([S:17][CH3:18])=[CH:15][C:16]=3[N:8]2[CH2:7][CH2:6][N:5]1[C:29]1[N:34]=[C:33]([C:35]([F:37])([F:38])[F:36])[C:32]([C:39]([O:41][CH2:42][CH3:43])=[O:40])=[CH:31][N:30]=1)([CH3:3])[CH3:2], predict the reactants needed to synthesize it. (2) The reactants are: [N+:1]([C:4]1[CH:9]=[CH:8][CH:7]=[CH:6][C:5]=1[N:10]1[C:34](=[O:35])[C:13]2=[CH:14][N:15]([CH2:22][C:23]3[CH:28]=[CH:27][C:26]([N:29]4[CH:33]=[CH:32][CH:31]=[N:30]4)=[CH:25][CH:24]=3)[C:16]3[CH:17]=[CH:18][CH:19]=[CH:20][C:21]=3[C:12]2=[N:11]1)([O-])=O.O.O.[Sn](Cl)Cl.Cl.[OH-].[Na+]. Given the product [NH2:1][C:4]1[CH:9]=[CH:8][CH:7]=[CH:6][C:5]=1[N:10]1[C:34](=[O:35])[C:13]2=[CH:14][N:15]([CH2:22][C:23]3[CH:28]=[CH:27][C:26]([N:29]4[CH:33]=[CH:32][CH:31]=[N:30]4)=[CH:25][CH:24]=3)[C:16]3[CH:17]=[CH:18][CH:19]=[CH:20][C:21]=3[C:12]2=[N:11]1, predict the reactants needed to synthesize it.